Task: Predict the reactants needed to synthesize the given product.. Dataset: Full USPTO retrosynthesis dataset with 1.9M reactions from patents (1976-2016) (1) Given the product [C:1]([O:5][C:6]([CH:7]1[C:35]([OH:37])([CH3:36])[CH2:34][CH2:42][CH2:41][N:14]1[S:15]([C:18]1[CH:23]=[CH:22][C:21]([O:24][CH2:25][C:26]2[CH:27]=[CH:28][C:29]([F:32])=[CH:30][CH:31]=2)=[CH:20][CH:19]=1)(=[O:16])=[O:17])=[O:33])([CH3:2])([CH3:3])[CH3:4], predict the reactants needed to synthesize it. The reactants are: [C:1]([O:5][C:6](=[O:33])[CH:7]([NH:14][S:15]([C:18]1[CH:23]=[CH:22][C:21]([O:24][CH2:25][C:26]2[CH:31]=[CH:30][C:29]([F:32])=[CH:28][CH:27]=2)=[CH:20][CH:19]=1)(=[O:17])=[O:16])CCCC(=O)C)([CH3:4])([CH3:3])[CH3:2].[CH3:34][C:35](C)([O-:37])[CH3:36].[K+].Cl.[CH2:41]1COC[CH2:42]1. (2) Given the product [CH3:1][N:2]1[CH2:6][CH2:5][N:4]=[C:3]1[C:7]1[CH:12]=[CH:11][CH:10]=[C:9]([CH3:13])[C:8]=1[NH2:14], predict the reactants needed to synthesize it. The reactants are: [CH3:1][N:2]1[CH2:6][CH2:5][N:4]=[C:3]1[C:7]1[CH:12]=[CH:11][CH:10]=[C:9]([CH3:13])[C:8]=1[N+:14]([O-])=O. (3) Given the product [C:1]([O:5][C:6](=[O:35])[NH:7][C:8]1([C:12]2[CH:17]=[CH:16][C:15]([C:18]3[N:19]=[C:20]4[CH:25]=[CH:24][C:23]([CH2:26][Cl:47])=[CH:22][N:21]4[C:28]=3[C:29]3[CH:34]=[CH:33][CH:32]=[CH:31][CH:30]=3)=[CH:14][CH:13]=2)[CH2:11][CH2:10][CH2:9]1)([CH3:4])([CH3:3])[CH3:2], predict the reactants needed to synthesize it. The reactants are: [C:1]([O:5][C:6](=[O:35])[NH:7][C:8]1([C:12]2[CH:17]=[CH:16][C:15]([C:18]3[N:19]=[C:20]4[CH:25]=[CH:24][C:23]([CH2:26]O)=[CH:22][N:21]4[C:28]=3[C:29]3[CH:34]=[CH:33][CH:32]=[CH:31][CH:30]=3)=[CH:14][CH:13]=2)[CH2:11][CH2:10][CH2:9]1)([CH3:4])([CH3:3])[CH3:2].C(N(CC)CC)C.CS([Cl:47])(=O)=O.